From a dataset of Catalyst prediction with 721,799 reactions and 888 catalyst types from USPTO. Predict which catalyst facilitates the given reaction. (1) Reactant: [OH:1][CH:2]([CH3:37])[CH2:3][CH2:4][N:5]1[C:13](=[O:14])[C:12]2[N:11](COCC[Si](C)(C)C)[C:10]([O:23][C:24]3[CH:29]=[CH:28][CH:27]=[C:26]([O:30][C:31]([F:34])([F:33])[F:32])[CH:25]=3)=[N:9][C:8]=2[N:7]([CH3:35])[C:6]1=[O:36].CCCC[N+](CCCC)(CCCC)CCCC.[F-]. Product: [OH:1][CH:2]([CH3:37])[CH2:3][CH2:4][N:5]1[C:13](=[O:14])[C:12]2[NH:11][C:10]([O:23][C:24]3[CH:29]=[CH:28][CH:27]=[C:26]([O:30][C:31]([F:33])([F:34])[F:32])[CH:25]=3)=[N:9][C:8]=2[N:7]([CH3:35])[C:6]1=[O:36]. The catalyst class is: 56. (2) Reactant: [CH2:1]([O:8][C:9]1[CH:14]=[C:13]([N+:15]([O-:17])=[O:16])[CH:12]=[CH:11][C:10]=1[OH:18])[C:2]1[CH:7]=[CH:6][CH:5]=[CH:4][CH:3]=1.C(=O)([O-])[O-].[K+].[K+].S(C1C=CC(C)=CC=1)(O[CH2:29][C@@H:30]1[O:32][CH2:31]1)(=O)=O.CN(C=O)C. Product: [CH2:1]([O:8][C:9]1[CH:14]=[C:13]([N+:15]([O-:17])=[O:16])[CH:12]=[CH:11][C:10]=1[O:18][CH2:29][C@H:30]1[CH2:31][O:32]1)[C:2]1[CH:3]=[CH:4][CH:5]=[CH:6][CH:7]=1. The catalyst class is: 6. (3) Reactant: [CH2:1]([O:3][C:4]([CH:6]=P(C1C=CC=CC=1)(C1C=CC=CC=1)C1C=CC=CC=1)=[O:5])[CH3:2].[CH:26]([N:29]=[C:30]=[S:31])([CH3:28])[CH3:27].Br[CH2:33][C:34](=O)[C:35]([O:37][CH2:38][CH3:39])=[O:36].O. Product: [CH:26]([NH:29][C:30]1[S:31][CH:33]=[C:34]([C:35]([O:37][CH2:38][CH3:39])=[O:36])[C:6]=1[C:4]([O:3][CH2:1][CH3:2])=[O:5])([CH3:28])[CH3:27]. The catalyst class is: 1. (4) Reactant: [NH2:1][C:2]1[N:7]=[C:6]([C:8]([OH:10])=[O:9])[C:5]([CH3:11])=[CH:4][CH:3]=1.[OH-].[Na+].Cl[CH2:15][CH:16]=O. Product: [CH3:11][C:5]1[CH:4]=[CH:3][C:2]2[N:7]([CH:15]=[CH:16][N:1]=2)[C:6]=1[C:8]([OH:10])=[O:9]. The catalyst class is: 6. (5) Reactant: [N:1]1([C:6]2[N:11]=[N:10][C:9]([NH:12][NH2:13])=[CH:8][CH:7]=2)[CH:5]=[CH:4][N:3]=[CH:2]1.C([O-])(=O)C.[Na+].[N:19]#[C:20]Br.[OH-].[Na+]. Product: [N:1]1([C:6]2[CH:7]=[CH:8][C:9]3[N:10]([C:20]([NH2:19])=[N:13][N:12]=3)[N:11]=2)[CH:5]=[CH:4][N:3]=[CH:2]1. The catalyst class is: 86.